This data is from Catalyst prediction with 721,799 reactions and 888 catalyst types from USPTO. The task is: Predict which catalyst facilitates the given reaction. (1) Reactant: [F:1][C:2]1[CH:7]=[C:6]([S:8][C:9]([F:12])([F:11])[F:10])[CH:5]=[CH:4][C:3]=1[N:13]([CH3:23])[C:14]([NH:16][CH2:17][CH:18]1[CH2:22][CH2:21][CH2:20][O:19]1)=[O:15].C(N(C(C)C)CC)(C)C.[F:33][C:34]1[CH:42]=[CH:41][CH:40]=[C:39]([F:43])[C:35]=1[C:36](Cl)=[O:37].C(OC)(C)(C)C. Product: [F:33][C:34]1[CH:42]=[CH:41][CH:40]=[C:39]([F:43])[C:35]=1[C:36]([N:16]([CH2:17][CH:18]1[CH2:22][CH2:21][CH2:20][O:19]1)[C:14]([N:13]([C:3]1[CH:4]=[CH:5][C:6]([S:8][C:9]([F:12])([F:11])[F:10])=[CH:7][C:2]=1[F:1])[CH3:23])=[O:15])=[O:37]. The catalyst class is: 11. (2) Product: [Cl:1][C:2]1[C:3]([N:17]2[CH2:18][CH2:19][CH:20]([C:23]([O:25][CH3:26])=[O:24])[CH2:21][CH2:22]2)=[N:4][CH:5]=[C:6]([C:10]2[O:11][C:12]([CH2:15][CH3:16])=[CH:13][N:14]=2)[C:7]=1[O:8][CH3:9]. Reactant: [Cl:1][C:2]1[C:3]([N:17]2[CH2:22][CH2:21][CH:20]([C:23]([OH:25])=[O:24])[CH2:19][CH2:18]2)=[N:4][CH:5]=[C:6]([C:10]2[O:11][C:12]([CH2:15][CH3:16])=[CH:13][N:14]=2)[C:7]=1[O:8][CH3:9].[CH3:26][O-].[Na+]. The catalyst class is: 5.